From a dataset of Full USPTO retrosynthesis dataset with 1.9M reactions from patents (1976-2016). Predict the reactants needed to synthesize the given product. Given the product [NH2:17][C:15]1[CH:14]=[CH:13][C:7]2[NH:8][C:9](=[O:12])[CH2:10][CH2:11][C:5]([CH3:20])([CH3:4])[C:6]=2[CH:16]=1, predict the reactants needed to synthesize it. The reactants are: O.NN.[CH3:4][C:5]1([CH3:20])[CH2:11][CH2:10][C:9](=[O:12])[NH:8][C:7]2[CH:13]=[CH:14][C:15]([N+:17]([O-])=O)=[CH:16][C:6]1=2.